This data is from Full USPTO retrosynthesis dataset with 1.9M reactions from patents (1976-2016). The task is: Predict the reactants needed to synthesize the given product. (1) Given the product [C:50]([O:49][C:48](=[O:54])[NH:47][CH2:46][CH2:45][O:44][NH:43][C:18]([C@@H:13]1[CH2:12][CH2:11][C@@H:10]2[CH2:17][N:14]1[C:15](=[O:16])[N:9]2[O:8][CH2:1][C:2]1[CH:3]=[CH:4][CH:5]=[CH:6][CH:7]=1)=[O:20])([CH3:53])([CH3:51])[CH3:52], predict the reactants needed to synthesize it. The reactants are: [CH2:1]([O:8][N:9]1[C:15](=[O:16])[N:14]2[CH2:17][C@H:10]1[CH2:11][CH2:12][C@H:13]2[C:18]([OH:20])=O)[C:2]1[CH:7]=[CH:6][CH:5]=[CH:4][CH:3]=1.Cl.C(N=C=NCCCN(C)C)C.ON1C2C=CC=CC=2N=N1.[NH2:43][O:44][CH2:45][CH2:46][NH:47][C:48](=[O:54])[O:49][C:50]([CH3:53])([CH3:52])[CH3:51]. (2) Given the product [OH:1][C:2]([C:16]1[CH:17]=[CH:18][C:19]([C:22]2[N:23]=[C:41]([C:35]3[O:34][N:33]=[C:32]([C:26]4[CH:31]=[CH:30][CH:29]=[CH:28][CH:27]=4)[C:36]=3[C:37]([F:40])([F:38])[F:39])[O:25][N:24]=2)=[CH:20][CH:21]=1)([CH3:15])[CH2:3][N:4]1[CH2:9][CH2:8][CH2:7][C@H:6]([C:10]([OH:12])=[O:11])[CH2:5]1, predict the reactants needed to synthesize it. The reactants are: [OH:1][C:2]([C:16]1[CH:21]=[CH:20][C:19](/[C:22](=[N:24]/[OH:25])/[NH2:23])=[CH:18][CH:17]=1)([CH3:15])[CH2:3][N:4]1[CH2:9][CH2:8][CH2:7][C@H:6]([C:10]([O:12]CC)=[O:11])[CH2:5]1.[C:26]1([C:32]2[C:36]([C:37]([F:40])([F:39])[F:38])=[C:35]([C:41](F)=O)[O:34][N:33]=2)[CH:31]=[CH:30][CH:29]=[CH:28][CH:27]=1.CCN(C(C)C)C(C)C.CCCC[N+](CCCC)(CCCC)CCCC.[F-].C1COCC1. (3) Given the product [CH3:19][C:18]1[C:13]2[N:14]([CH:21]=[C:11]([C:9]3[N:10]=[C:5]4[CH:4]=[CH:3][C:2]([N:28]5[CH2:27][CH2:26][C:25]([NH:31][C:32](=[O:38])[O:33][C:34]([CH3:37])([CH3:36])[CH3:35])([CH3:24])[CH2:30][CH2:29]5)=[CH:23][N:6]4[C:7](=[O:22])[CH:8]=3)[CH:12]=2)[CH:15]=[C:16]([CH3:20])[N:17]=1, predict the reactants needed to synthesize it. The reactants are: Cl[C:2]1[CH:3]=[CH:4][C:5]2[N:6]([CH:23]=1)[C:7](=[O:22])[CH:8]=[C:9]([C:11]1[CH:12]=[C:13]3[C:18]([CH3:19])=[N:17][C:16]([CH3:20])=[CH:15][N:14]3[CH:21]=1)[N:10]=2.[CH3:24][C:25]1([NH:31][C:32](=[O:38])[O:33][C:34]([CH3:37])([CH3:36])[CH3:35])[CH2:30][CH2:29][NH:28][CH2:27][CH2:26]1.CC(OC1C=CC=C(OC(C)C)C=1C1C(P(C2CCCCC2)C2CCCCC2)=CC=CC=1)C.CC(C)([O-])C.[Na+].C(O)(=O)C. (4) Given the product [CH3:16][S:17]([N:20]([CH2:2][CH2:3][N:4]1[CH2:10][C:9]2[CH:11]=[CH:12][CH:13]=[CH:14][C:8]=2[NH:7][CH2:6][C:5]1=[O:15])[C:21](=[O:27])[O:22][C:23]([CH3:25])([CH3:24])[CH3:26])(=[O:19])=[O:18], predict the reactants needed to synthesize it. The reactants are: O[CH2:2][CH2:3][N:4]1[CH2:10][C:9]2[CH:11]=[CH:12][CH:13]=[CH:14][C:8]=2[NH:7][CH2:6][C:5]1=[O:15].[CH3:16][S:17]([NH:20][C:21](=[O:27])[O:22][C:23]([CH3:26])([CH3:25])[CH3:24])(=[O:19])=[O:18].C1(P(C2C=CC=CC=2)C2C=CC=CC=2)C=CC=CC=1. (5) Given the product [N:8]([C:5]1[CH:6]=[CH:7][C:2]([I:1])=[CH:3][CH:4]=1)=[N+:16]=[N-:17], predict the reactants needed to synthesize it. The reactants are: [I:1][C:2]1[CH:7]=[CH:6][C:5]([NH2:8])=[CH:4][CH:3]=1.N(OC(C)(C)C)=O.[N:16]([Si](C)(C)C)=[N+:17]=[N-].